Dataset: Catalyst prediction with 721,799 reactions and 888 catalyst types from USPTO. Task: Predict which catalyst facilitates the given reaction. (1) Reactant: [F:1][C@@H:2]([CH3:11])[CH2:3][O:4][C:5]1[CH:10]=[CH:9][N:8]=[CH:7][CH:6]=1.C(O)(=O)C. Product: [F:1][C@@H:2]([CH3:11])[CH2:3][O:4][CH:5]1[CH2:6][CH2:7][NH:8][CH2:9][CH2:10]1. The catalyst class is: 19. (2) Reactant: [CH3:1][C:2]1[N:6]([CH:7]([C:12]([F:15])([F:14])[F:13])[C:8]([F:11])([F:10])[F:9])[N:5]=[CH:4][C:3]=1[C:16]([OH:18])=O.[CH3:19][NH:20][C:21]1[CH:26]=[CH:25][N:24]=[N:23][CH:22]=1.F[P-](F)(F)(F)(F)F.N1(OC(N(C)C)=[N+](C)C)C2N=CC=CC=2N=N1.C(N(CC)CC)C. Product: [CH3:19][N:20]([C:21]1[CH:26]=[CH:25][N:24]=[N:23][CH:22]=1)[C:16]([C:3]1[CH:4]=[N:5][N:6]([CH:7]([C:8]([F:9])([F:11])[F:10])[C:12]([F:14])([F:13])[F:15])[C:2]=1[CH3:1])=[O:18]. The catalyst class is: 1. (3) Reactant: CSC.[CH3:4][CH:5]1[CH2:9][CH2:8][CH2:7][N:6]1[CH2:10][CH2:11][CH2:12][O:13][C:14]1[CH:19]=[CH:18][C:17]([C:20]2[S:21][C:22]3[CH2:27][CH2:26][C:25](=O)[NH:24][C:23]=3[N:29]=2)=[CH:16][CH:15]=1.O.S(=O)(=O)(O)O. Product: [CH3:4][CH:5]1[CH2:9][CH2:8][CH2:7][N:6]1[CH2:10][CH2:11][CH2:12][O:13][C:14]1[CH:19]=[CH:18][C:17]([C:20]2[S:21][C:22]3[CH2:27][CH2:26][CH2:25][NH:24][C:23]=3[N:29]=2)=[CH:16][CH:15]=1. The catalyst class is: 7. (4) Reactant: [CH3:1][O:2][C:3]1([C:9]2[CH:37]=[CH:36][C:35]([C:38]([F:41])([F:40])[F:39])=[CH:34][C:10]=2[CH2:11][N:12]([CH2:19][C:20]2[CH:25]=[C:24]([C:26]([F:29])([F:28])[F:27])[CH:23]=[C:22]([C:30]([F:33])([F:32])[F:31])[CH:21]=2)[C:13]2[N:14]=[N:15][N:16]([CH3:18])[N:17]=2)[CH2:8][CH2:7][NH:6][CH2:5][CH2:4]1.C(N(C(C)C)CC)(C)C.Cl[C:52]([O:54][CH2:55][CH3:56])=[O:53]. Product: [F:29][C:26]([F:28])([F:27])[C:24]1[CH:25]=[C:20]([CH:21]=[C:22]([C:30]([F:31])([F:32])[F:33])[CH:23]=1)[CH2:19][N:12]([CH2:11][C:10]1[CH:34]=[C:35]([C:38]([F:41])([F:39])[F:40])[CH:36]=[CH:37][C:9]=1[C:3]1([O:2][CH3:1])[CH2:4][CH2:5][N:6]([C:52]([O:54][CH2:55][CH3:56])=[O:53])[CH2:7][CH2:8]1)[C:13]1[N:14]=[N:15][N:16]([CH3:18])[N:17]=1. The catalyst class is: 2. (5) Reactant: [CH2:1]([N:5]([CH2:26][CH2:27][CH2:28][CH3:29])[C:6]1[CH:18]=[C:17]2[C:9]([C:10]3[CH:11]=[CH:12][C:13]([C:19]4[S:23][C:22]([CH:24]=O)=[CH:21][CH:20]=4)=[CH:14][C:15]=3[CH2:16]2)=[CH:8][CH:7]=1)[CH2:2][CH2:3][CH3:4].[C:30]([CH2:32][C:33]([OH:35])=[O:34])#[N:31].N1CCCCC1. Product: [C:30]([C:32](=[CH:24][C:22]1[S:23][C:19]([C:13]2[CH:12]=[CH:11][C:10]3[C:9]4[C:17](=[CH:18][C:6]([N:5]([CH2:1][CH2:2][CH2:3][CH3:4])[CH2:26][CH2:27][CH2:28][CH3:29])=[CH:7][CH:8]=4)[CH2:16][C:15]=3[CH:14]=2)=[CH:20][CH:21]=1)[C:33]([OH:35])=[O:34])#[N:31]. The catalyst class is: 10. (6) Reactant: [NH2:1][C:2]1[CH:3]=[C:4]([NH:8][C:9]([NH:11][C:12]2[CH:17]=[CH:16][CH:15]=[CH:14][CH:13]=2)=[O:10])[CH:5]=[CH:6][CH:7]=1.C(N(CC)CC)C.[C:25]1([S:31](Cl)(=[O:33])=[O:32])[CH:30]=[CH:29][CH:28]=[CH:27][CH:26]=1. Product: [C:12]1([NH:11][C:9](=[O:10])[NH:8][C:4]2[CH:3]=[C:2]([NH:1][S:31]([C:25]3[CH:30]=[CH:29][CH:28]=[CH:27][CH:26]=3)(=[O:33])=[O:32])[CH:7]=[CH:6][CH:5]=2)[CH:13]=[CH:14][CH:15]=[CH:16][CH:17]=1. The catalyst class is: 13.